This data is from Forward reaction prediction with 1.9M reactions from USPTO patents (1976-2016). The task is: Predict the product of the given reaction. (1) Given the reactants C([O:3][C:4](=[O:32])[CH2:5][S:6][C:7]1[S:11][C:10]([NH:12][C:13]([N:15]([CH2:26][CH:27]2C[CH2:30][CH2:29][CH2:28]2)[C:16]2[CH:21]=[CH:20][CH:19]=[C:18]([C:22]([F:25])([F:24])[F:23])[CH:17]=2)=[O:14])=[N:9][CH:8]=1)C.[CH:33]1(CN(C2C=CC(S(C)(=O)=O)=CC=2)C(=O)NC2SC=C(CC(O)=O)N=2)CCCC1.C1(CNC2C=CC=C(C(F)(F)F)C=2)CCCC1.C(OC(=O)CSC1SC(N)=NC=1)C, predict the reaction product. The product is: [CH:26]1([N:15]([C:16]2[CH:21]=[CH:20][CH:19]=[C:18]([C:22]([F:23])([F:25])[F:24])[CH:17]=2)[C:13](=[O:14])[N:12]([CH3:33])[C:10]2[S:11][C:7]([S:6][CH2:5][C:4]([OH:3])=[O:32])=[CH:8][N:9]=2)[CH2:27][CH2:28][CH2:29][CH2:30]1. (2) Given the reactants Cl[C:2]1[CH:7]=[C:6]([CH2:8][OH:9])[CH:5]=[C:4]([CH3:10])[N:3]=1.[NH3:11], predict the reaction product. The product is: [NH2:11][C:2]1[CH:7]=[C:6]([CH2:8][OH:9])[CH:5]=[C:4]([CH3:10])[N:3]=1.